This data is from Forward reaction prediction with 1.9M reactions from USPTO patents (1976-2016). The task is: Predict the product of the given reaction. (1) Given the reactants [CH3:1][C:2]1[CH:7]=[CH:6][C:5]([S:8]([O:11][CH2:12][CH2:13][CH2:14][CH2:15][O:16][CH2:17][CH2:18][CH2:19][CH2:20][O:21][CH2:22][C:23]([O:25]CC)=[O:24])(=[O:10])=[O:9])=[CH:4][CH:3]=1.[OH-].[Na+], predict the reaction product. The product is: [CH3:1][C:2]1[CH:7]=[CH:6][C:5]([S:8]([O:11][CH2:12][CH2:13][CH2:14][CH2:15][O:16][CH2:17][CH2:18][CH2:19][CH2:20][O:21][CH2:22][C:23]([OH:25])=[O:24])(=[O:9])=[O:10])=[CH:4][CH:3]=1. (2) Given the reactants C(N[CH:5]([CH3:7])[CH3:6])(C)C.[CH2:8]([Li])[CH2:9][CH2:10]C.CCCCCC.CC(C)/C=C/C[O:24][C:25](=[O:41])[CH:26]([C:28]1[CH:33]=[CH:32][C:31]([CH2:34][CH2:35][C:36]([CH3:39])([CH3:38])[CH3:37])=[C:30]([Cl:40])[CH:29]=1)[CH3:27].Cl[Si](C)(C)C.Cl, predict the reaction product. The product is: [Cl:40][C:30]1[CH:29]=[C:28]([C:26]([CH3:27])([CH:10]([CH:5]([CH3:6])[CH3:7])[CH:9]=[CH2:8])[C:25]([OH:24])=[O:41])[CH:33]=[CH:32][C:31]=1[CH2:34][CH2:35][C:36]([CH3:37])([CH3:38])[CH3:39]. (3) The product is: [C:16]([CH:19]=[CH:20][C:21]1[CH:30]=[C:29]2[C:24]([C:25]([O:31][C:32]3[CH:37]=[C:36]4[C:35](=[CH:34][CH:33]=3)[NH:48][C:47]([CH3:52])=[CH:46]4)=[N:26][CH:27]=[N:28]2)=[CH:23][C:22]=1[O:40][CH3:41])([OH:18])=[O:17]. Given the reactants [Na].C[Si](N[Si](C)(C)C)(C)C.C1COCC1.[C:16]([CH:19]=[CH:20][C:21]1[CH:30]=[C:29]2[C:24]([C:25]([O:31][C:32]3[CH:37]=[CH:36][C:35](Cl)=[CH:34][C:33]=3F)=[N:26][CH:27]=[N:28]2)=[CH:23][C:22]=1[O:40][CH3:41])([OH:18])=[O:17].OC1C=C2C(=CC=1)[NH:48][C:47]([CH3:52])=[CH:46]2, predict the reaction product. (4) Given the reactants Br[C:2]1[CH:8]=[CH:7][C:5]([NH2:6])=[C:4]([N+:9]([O-:11])=[O:10])[CH:3]=1.C([O-])([O-])=O.[Na+].[Na+].C(Cl)Cl.[CH3:21][C@@H:22]([C:31]1[CH:36]=[CH:35][C:34](B2OC(C)(C)C(C)(C)O2)=[CH:33][CH:32]=1)[CH2:23][C:24]([S:27]([NH2:30])(=[O:29])=[O:28])([CH3:26])[CH3:25], predict the reaction product. The product is: [CH3:21][C@@H:22]([C:31]1[CH:36]=[CH:35][C:34]([C:2]2[CH:8]=[CH:7][C:5]([NH2:6])=[C:4]([N+:9]([O-:11])=[O:10])[CH:3]=2)=[CH:33][CH:32]=1)[CH2:23][C:24]([S:27]([NH2:30])(=[O:29])=[O:28])([CH3:26])[CH3:25]. (5) Given the reactants [CH2:1]([O:8][C:9]1[CH:14]=[CH:13][C:12]([C:15]2[CH:16]=[N:17][C:18]3[N:19]([N:27]=[CH:28][CH:29]=3)[C:20]=2[CH:21]2[CH2:26][CH2:25][CH2:24][CH2:23][CH2:22]2)=[CH:11][CH:10]=1)[C:2]1[CH:7]=[CH:6][CH:5]=[CH:4][CH:3]=1.P(Cl)(Cl)(Cl)=O.CN(C)[CH:37]=[O:38], predict the reaction product. The product is: [CH2:1]([O:8][C:9]1[CH:14]=[CH:13][C:12]([C:15]2[CH:16]=[N:17][C:18]3[N:19]([N:27]=[CH:28][C:29]=3[CH:37]=[O:38])[C:20]=2[CH:21]2[CH2:26][CH2:25][CH2:24][CH2:23][CH2:22]2)=[CH:11][CH:10]=1)[C:2]1[CH:3]=[CH:4][CH:5]=[CH:6][CH:7]=1. (6) Given the reactants [C:1]([C:4]1[CH:5]=[CH:6][C:7]([CH3:31])=[C:8]([CH:30]=1)[O:9][C:10]1[CH:15]=[CH:14][N:13]=[C:12]([CH2:16][CH:17]2[CH2:22][CH2:21][N:20]([C:23]([O:25][C:26]([CH3:29])([CH3:28])[CH3:27])=[O:24])[CH2:19][CH2:18]2)[CH:11]=1)(O)=[O:2].[C:32]([C:36]1[CH:37]=[C:38]([S:45]([CH3:47])=[O:46])[C:39]([O:43][CH3:44])=[C:40]([CH:42]=1)[NH2:41])([CH3:35])([CH3:34])[CH3:33].C(N(CC)CC)C, predict the reaction product. The product is: [C:32]([C:36]1[CH:37]=[C:38]([S:45]([CH3:47])=[O:46])[C:39]([O:43][CH3:44])=[C:40]([NH:41][C:1]([C:4]2[CH:5]=[CH:6][C:7]([CH3:31])=[C:8]([CH:30]=2)[O:9][C:10]2[CH:15]=[CH:14][N:13]=[C:12]([CH2:16][CH:17]3[CH2:18][CH2:19][N:20]([C:23]([O:25][C:26]([CH3:29])([CH3:27])[CH3:28])=[O:24])[CH2:21][CH2:22]3)[CH:11]=2)=[O:2])[CH:42]=1)([CH3:35])([CH3:33])[CH3:34].